This data is from Catalyst prediction with 721,799 reactions and 888 catalyst types from USPTO. The task is: Predict which catalyst facilitates the given reaction. (1) Product: [Cl:20][C:21]1[CH:26]=[CH:25][C:24]([CH:27]([C:29]2[CH:30]=[CH:31][CH:32]=[CH:33][CH:34]=2)[NH:28][C:16](=[O:18])[CH2:15][N:12]2[CH2:11][CH2:10][N:9]([CH2:8][CH2:7][C:6]3[C:2]([CH3:1])=[N:3][O:4][C:5]=3[CH3:19])[CH2:14][CH2:13]2)=[C:23]([CH3:35])[CH:22]=1. Reactant: [CH3:1][C:2]1[C:6]([CH2:7][CH2:8][N:9]2[CH2:14][CH2:13][N:12]([CH2:15][C:16]([OH:18])=O)[CH2:11][CH2:10]2)=[C:5]([CH3:19])[O:4][N:3]=1.[Cl:20][C:21]1[CH:26]=[CH:25][C:24]([CH:27]([C:29]2[CH:34]=[CH:33][CH:32]=[CH:31][CH:30]=2)[NH2:28])=[C:23]([CH3:35])[CH:22]=1.C(Cl)CCl.C1C=CC2N(O)N=NC=2C=1.CCN(C(C)C)C(C)C. The catalyst class is: 18. (2) Reactant: Br[C:2]1[CH:3]=[C:4]([C:8]2([C:19]3[CH:24]=[C:23]([CH3:25])[N:22]=[C:21]([CH3:26])[CH:20]=3)[C:16]3[C:11](=[C:12]([F:17])[CH:13]=[CH:14][CH:15]=3)[C:10]([NH2:18])=[N:9]2)[CH:5]=[CH:6][CH:7]=1.[N:27]1[CH:32]=[C:31](B(O)O)[CH:30]=[N:29][CH:28]=1.C([O-])([O-])=O.[K+].[K+]. Product: [CH3:25][C:23]1[CH:24]=[C:19]([C:8]2([C:4]3[CH:5]=[CH:6][CH:7]=[C:2]([C:31]4[CH:32]=[N:27][CH:28]=[N:29][CH:30]=4)[CH:3]=3)[C:16]3[C:11](=[C:12]([F:17])[CH:13]=[CH:14][CH:15]=3)[C:10]([NH2:18])=[N:9]2)[CH:20]=[C:21]([CH3:26])[N:22]=1. The catalyst class is: 462. (3) Reactant: C(OC([N:8]1[CH2:13][CH2:12][CH:11]([NH:14][CH2:15][CH:16]([OH:23])[C:17]2[CH:22]=[CH:21][CH:20]=[CH:19][N:18]=2)[CH2:10][CH2:9]1)=O)(C)(C)C.[ClH:24].O1CCOCC1. Product: [ClH:24].[ClH:24].[NH:8]1[CH2:13][CH2:12][CH:11]([NH:14][CH2:15][CH:16]([C:17]2[CH:22]=[CH:21][CH:20]=[CH:19][N:18]=2)[OH:23])[CH2:10][CH2:9]1. The catalyst class is: 5. (4) Reactant: [CH:1]12[O:8][CH:5]([CH2:6][CH2:7]1)[CH2:4][N:3]([C:9]1[N:14]=[C:13]([C:15]3[CH:20]=[CH:19][C:18]([NH:21][C:22](=[O:34])[NH:23][C:24]4[CH:33]=[CH:32][C:27]([C:28]([O:30]C)=[O:29])=[CH:26][CH:25]=4)=[CH:17][CH:16]=3)[N:12]=[C:11]3[N:35]([CH:38]([CH2:42][O:43][CH3:44])[CH2:39][O:40][CH3:41])[N:36]=[CH:37][C:10]=13)[CH2:2]2.[OH-].[Na+].Cl. Product: [CH:5]12[O:8][CH:1]([CH2:7][CH2:6]1)[CH2:2][N:3]([C:9]1[N:14]=[C:13]([C:15]3[CH:20]=[CH:19][C:18]([NH:21][C:22](=[O:34])[NH:23][C:24]4[CH:33]=[CH:32][C:27]([C:28]([OH:30])=[O:29])=[CH:26][CH:25]=4)=[CH:17][CH:16]=3)[N:12]=[C:11]3[N:35]([CH:38]([CH2:42][O:43][CH3:44])[CH2:39][O:40][CH3:41])[N:36]=[CH:37][C:10]=13)[CH2:4]2. The catalyst class is: 193. (5) Reactant: [Cl:1][C:2]1[CH:11]=[CH:10][C:9]2[C:4](=[CH:5][CH:6]=[C:7]([OH:12])[CH:8]=2)[N:3]=1.[O:13]1[CH:18]=[CH:17][CH2:16][CH2:15][CH2:14]1.C1(C)C=CC(S(O)(=O)=O)=CC=1.[OH-].[Na+]. Product: [Cl:1][C:2]1[CH:11]=[CH:10][C:9]2[C:4](=[CH:5][CH:6]=[C:7]([O:12][CH:14]3[CH2:15][CH2:16][CH2:17][CH2:18][O:13]3)[CH:8]=2)[N:3]=1. The catalyst class is: 489. (6) Reactant: [CH3:1][C:2]1[CH:7]=[C:6]([CH3:8])[CH:5]=[CH:4][C:3]=1[NH:9][C:10](=[O:33])[CH2:11][C@@H:12]([C:17]1[C:21]([CH:22]2[CH2:24][CH2:23]2)=[C:20]([CH:25]2[CH2:28][CH:27]([CH2:29][CH:30]([CH3:32])[CH3:31])[CH2:26]2)[O:19][N:18]=1)[CH2:13][CH2:14][C:15]#[N:16].C1(C)C(C)=CC=CC=1.C[Sn]([N:46]=[N+:47]=[N-:48])(C)C. Product: [CH3:1][C:2]1[CH:7]=[C:6]([CH3:8])[CH:5]=[CH:4][C:3]=1[NH:9][C:10](=[O:33])[CH2:11][C@@H:12]([C:17]1[C:21]([CH:22]2[CH2:24][CH2:23]2)=[C:20]([CH:25]2[CH2:28][CH:27]([CH2:29][CH:30]([CH3:31])[CH3:32])[CH2:26]2)[O:19][N:18]=1)[CH2:13][CH2:14][C:15]1[NH:48][N:47]=[N:46][N:16]=1. The catalyst class is: 6.